Dataset: NCI-60 drug combinations with 297,098 pairs across 59 cell lines. Task: Regression. Given two drug SMILES strings and cell line genomic features, predict the synergy score measuring deviation from expected non-interaction effect. (1) Drug 1: CN(CC1=CN=C2C(=N1)C(=NC(=N2)N)N)C3=CC=C(C=C3)C(=O)NC(CCC(=O)O)C(=O)O. Drug 2: B(C(CC(C)C)NC(=O)C(CC1=CC=CC=C1)NC(=O)C2=NC=CN=C2)(O)O. Cell line: HOP-62. Synergy scores: CSS=57.8, Synergy_ZIP=-8.02, Synergy_Bliss=-10.2, Synergy_Loewe=-16.5, Synergy_HSA=-10.5. (2) Drug 1: CNC(=O)C1=CC=CC=C1SC2=CC3=C(C=C2)C(=NN3)C=CC4=CC=CC=N4. Drug 2: C1C(C(OC1N2C=NC3=C2NC=NCC3O)CO)O. Cell line: SK-MEL-5. Synergy scores: CSS=-4.21, Synergy_ZIP=5.76, Synergy_Bliss=5.71, Synergy_Loewe=-0.445, Synergy_HSA=-1.22.